From a dataset of Catalyst prediction with 721,799 reactions and 888 catalyst types from USPTO. Predict which catalyst facilitates the given reaction. (1) Reactant: [Cl:1][C:2]1[C:7]([Cl:8])=[CH:6][CH:5]=[CH:4][C:3]=1[CH2:9][CH2:10][O:11][CH2:12][C:13]([OH:15])=O.CN(C(ON1N=NC2C=CC=NC1=2)=[N+](C)C)C.F[P-](F)(F)(F)(F)F.C(N(CC)CC)C.[NH:47]1[CH2:52][CH2:51][CH:50]([OH:53])[CH2:49][CH2:48]1. Product: [Cl:1][C:2]1[C:7]([Cl:8])=[CH:6][CH:5]=[CH:4][C:3]=1[CH2:9][CH2:10][O:11][CH2:12][C:13]([N:47]1[CH2:52][CH2:51][CH:50]([OH:53])[CH2:49][CH2:48]1)=[O:15]. The catalyst class is: 3. (2) Reactant: [CH2:1]([O:3][C:4](=[O:17])[C:5]([O:8][C:9]1[CH:14]=[CH:13][C:12]([OH:15])=[CH:11][C:10]=1[CH3:16])([CH3:7])[CH3:6])[CH3:2].[C:18]([NH:25][CH2:26][CH2:27]O)([O:20][C:21]([CH3:24])([CH3:23])[CH3:22])=[O:19].C1(P(C2C=CC=CC=2)C2C=CC=CC=2)C=CC=CC=1.N(C(OC(C)(C)C)=O)=NC(OC(C)(C)C)=O. Product: [CH2:1]([O:3][C:4](=[O:17])[C:5]([O:8][C:9]1[CH:14]=[CH:13][C:12]([O:15][CH2:27][CH2:26][NH:25][C:18]([O:20][C:21]([CH3:24])([CH3:23])[CH3:22])=[O:19])=[CH:11][C:10]=1[CH3:16])([CH3:6])[CH3:7])[CH3:2]. The catalyst class is: 1. (3) Reactant: [CH:1]1([N:4]([CH3:25])[CH:5]2[CH2:14][CH2:13][C:12]([CH3:16])([CH3:15])[C:11]3[CH:10]=[C:9](OS(C(F)(F)F)(=O)=O)[CH:8]=[CH:7][C:6]2=3)[CH2:3][CH2:2]1.C1(P(C2C=CC=CC=2)CCCP(C2C=CC=CC=2)C2C=CC=CC=2)C=CC=CC=1.[CH3:55][OH:56].C(N(CC)CC)C.CN(C)[CH:66]=[O:67]. Product: [CH3:55][O:56][C:66]([C:9]1[CH:8]=[CH:7][C:6]2[CH:5]([N:4]([CH:1]3[CH2:3][CH2:2]3)[CH3:25])[CH2:14][CH2:13][C:12]([CH3:16])([CH3:15])[C:11]=2[CH:10]=1)=[O:67]. The catalyst class is: 167. (4) Product: [CH3:3][C:2]([C:10]([O:13][CH2:6][CH2:5][OH:8])=[O:11])=[CH2:1]. The catalyst class is: 8. Reactant: [CH3:1][CH:2](O)[CH3:3].[C:5]([O-:8])(=O)[CH3:6].[K+].[C:10]([O-:13])(O)=[O:11].[Na+]. (5) Reactant: Cl[C:2]1[C:7]([C:8]#[N:9])=[C:6]([C:10]2[CH:15]=[CH:14][CH:13]=[C:12]([N+:16]([O-:18])=[O:17])[CH:11]=2)[N:5]=[C:4]([S:19][CH3:20])[N:3]=1.[SH:21][CH2:22][C:23]([NH2:25])=[O:24].C([O-])([O-])=O.[K+].[K+]. Product: [C:8]([C:7]1[C:2]([S:21][CH2:22][C:23]([NH2:25])=[O:24])=[N:3][C:4]([S:19][CH3:20])=[N:5][C:6]=1[C:10]1[CH:15]=[CH:14][CH:13]=[C:12]([N+:16]([O-:18])=[O:17])[CH:11]=1)#[N:9]. The catalyst class is: 8. (6) Reactant: [Cl:1][C:2]1[CH:9]=[CH:8][C:5]([CH:6]=O)=[CH:4][CH:3]=1.C([O-])(O)=O.[Na+].Cl.[CH3:16][O:17][C:18](=[O:22])[CH2:19][CH2:20][NH2:21].C(O[BH-](OC(=O)C)OC(=O)C)(=O)C.[Na+]. Product: [CH3:16][O:17][C:18](=[O:22])[CH2:19][CH2:20][NH:21][CH2:6][C:5]1[CH:8]=[CH:9][C:2]([Cl:1])=[CH:3][CH:4]=1. The catalyst class is: 5. (7) Product: [Cl:1][C:2]1[CH:3]=[C:4]([CH:34]=[CH:35][C:36]=1[Cl:37])[C:5]([NH:7][C:8]1[CH:32]=[CH:31][C:11]([O:12][C:13]2[CH:14]=[CH:15][C:16]([CH:19]([OH:30])[CH2:20][CH2:21][C:22]([N:24]3[CH2:29][CH2:28][O:27][CH2:26][CH2:25]3)=[O:23])=[CH:17][CH:18]=2)=[C:10]([F:33])[CH:9]=1)=[O:6]. Reactant: [Cl:1][C:2]1[CH:3]=[C:4]([CH:34]=[CH:35][C:36]=1[Cl:37])[C:5]([NH:7][C:8]1[CH:32]=[CH:31][C:11]([O:12][C:13]2[CH:18]=[CH:17][C:16]([C:19](=[O:30])[CH2:20][CH2:21][C:22]([N:24]3[CH2:29][CH2:28][O:27][CH2:26][CH2:25]3)=[O:23])=[CH:15][CH:14]=2)=[C:10]([F:33])[CH:9]=1)=[O:6].[BH4-].[Na+].O.[Cl-].[NH4+]. The catalyst class is: 36.